From a dataset of Catalyst prediction with 721,799 reactions and 888 catalyst types from USPTO. Predict which catalyst facilitates the given reaction. Reactant: [Li+].CC([N-]C(C)C)C.[F:9][C:10]1[CH:11]=[C:12]2[C:16](=[CH:17][CH:18]=1)[N:15]([C:19]([O:21][C:22]([CH3:25])([CH3:24])[CH3:23])=[O:20])[CH:14]=[CH:13]2.N#N.[B:28](OC)([O:31]C)[O:29]C. Product: [C:22]([O:21][C:19]([N:15]1[C:16]2[C:12](=[CH:11][C:10]([F:9])=[CH:18][CH:17]=2)[CH:13]=[C:14]1[B:28]([OH:31])[OH:29])=[O:20])([CH3:25])([CH3:24])[CH3:23]. The catalyst class is: 1.